Dataset: Forward reaction prediction with 1.9M reactions from USPTO patents (1976-2016). Task: Predict the product of the given reaction. The product is: [CH2:7]([N:3]1[CH2:2][CH2:1][C:32]2([CH2:31][N:12]([C:11]3[N:16]=[C:15]([C:17]4[CH:26]=[CH:25][C:24]5[C:19](=[CH:20][CH:21]=[CH:22][CH:23]=5)[CH:18]=4)[CH:14]=[CH:13][N:12]=3)[CH2:13][CH2:14]2)[CH2:6][CH2:4]1)[C:9]1[CH:25]=[CH:26][CH:17]=[CH:18][CH:19]=1. Given the reactants [CH3:1][CH2:2][N:3]([CH:7]([CH3:9])C)[CH:4]([CH3:6])C.Cl[C:11]1[N:16]=[C:15]([C:17]2[CH:26]=[CH:25][C:24]3[C:19](=[CH:20][CH:21]=[CH:22][CH:23]=3)[CH:18]=2)[CH:14]=[CH:13][N:12]=1.C(O[CH2:31][CH3:32])(=O)C, predict the reaction product.